This data is from Choline transporter screen with 302,306 compounds. The task is: Binary Classification. Given a drug SMILES string, predict its activity (active/inactive) in a high-throughput screening assay against a specified biological target. (1) The molecule is Clc1ccc(n2c(nnc2SCC(=O)N\N=C\c2occc2)c2ccc(Cl)cc2)cc1. The result is 0 (inactive). (2) The drug is O(C1CCN(CC1)C(=O)CCOC)c1ccc(cc1)C(=O)NCCc1c[nH]nc1. The result is 0 (inactive). (3) The drug is O=C(N1C(CCCC1)C)c1ccc(NC(=O)c2cc(ccc2)C)cc1. The result is 0 (inactive). (4) The compound is S(C(C(=O)NCc1cc2OCOc2cc1)C)c1n(c(nn1)c1sccc1)c1ccccc1. The result is 0 (inactive). (5) The drug is Clc1ccc(S(=O)(=O)NCC(N2CCN(CC2)C)c2cccnc2)cc1. The result is 0 (inactive). (6) The drug is Clc1cc(NC(=O)C2CCN(S(=O)(=O)C)CC2)c(OC)cc1. The result is 0 (inactive). (7) The molecule is O=C(C1NN=C(C1c1ccccc1)C(OC)=O)c1occc1. The result is 0 (inactive).